Dataset: Reaction yield outcomes from USPTO patents with 853,638 reactions. Task: Predict the reaction yield, written as a fraction of the theoretical maximum amount of product (1.0 means a 100% yield; for example, 0.34 means a 34% yield). (1) The reactants are Cl[C:2]1[CH:3]=[CH:4][C:5]([N+:11]([O-:13])=[O:12])=[C:6]([S:8][CH2:9][CH3:10])[CH:7]=1.[F:14][C:15]1[CH:20]=[CH:19][CH:18]=[CH:17][C:16]=1[C:21]1[C:25](B2OC(C)(C)C(C)(C)O2)=[CH:24][N:23]([CH3:35])[N:22]=1.[O-]P([O-])([O-])=O.[K+].[K+].[K+].CCO. The catalyst is C1(C)C=CC=CC=1.CCOC(C)=O.O.C1C=CC([P]([Pd]([P](C2C=CC=CC=2)(C2C=CC=CC=2)C2C=CC=CC=2)([P](C2C=CC=CC=2)(C2C=CC=CC=2)C2C=CC=CC=2)[P](C2C=CC=CC=2)(C2C=CC=CC=2)C2C=CC=CC=2)(C2C=CC=CC=2)C2C=CC=CC=2)=CC=1. The product is [CH2:9]([S:8][C:6]1[CH:7]=[C:2]([C:25]2[C:21]([C:16]3[CH:17]=[CH:18][CH:19]=[CH:20][C:15]=3[F:14])=[N:22][N:23]([CH3:35])[CH:24]=2)[CH:3]=[CH:4][C:5]=1[N+:11]([O-:13])=[O:12])[CH3:10]. The yield is 0.680. (2) The reactants are [Cl:1][C:2]1[CH:3]=[C:4]2[C:9](=[CH:10][CH:11]=1)[N:8]=[C:7]([NH:12][C:13](=[O:17])OCC)[C:6]([O:18][CH3:19])=[N:5]2.[N+:20]([C:23]1[CH:28]=[CH:27][C:26]([N:29]2[CH2:34][CH2:33][NH:32][CH2:31][CH2:30]2)=[CH:25][CH:24]=1)([O-:22])=[O:21]. No catalyst specified. The product is [Cl:1][C:2]1[CH:3]=[C:4]2[C:9](=[CH:10][CH:11]=1)[N:8]=[C:7]([NH:12][C:13]([N:32]1[CH2:33][CH2:34][N:29]([C:26]3[CH:25]=[CH:24][C:23]([N+:20]([O-:22])=[O:21])=[CH:28][CH:27]=3)[CH2:30][CH2:31]1)=[O:17])[C:6]([O:18][CH3:19])=[N:5]2. The yield is 0.960. (3) The reactants are [CH2:1]([O:3][C:4](=[O:25])[CH2:5][CH:6]1[O:10][B:9]([OH:11])[C:8]2[CH:12]=[C:13]([O:18]C3CCCCO3)[CH:14]=[C:15]([O:16][CH3:17])[C:7]1=2)[CH3:2].Cl. The catalyst is C1COCC1. The product is [CH2:1]([O:3][C:4](=[O:25])[CH2:5][CH:6]1[O:10][B:9]([OH:11])[C:8]2[CH:12]=[C:13]([OH:18])[CH:14]=[C:15]([O:16][CH3:17])[C:7]1=2)[CH3:2]. The yield is 0.677. (4) The reactants are [NH:1]1[C:10]2[C:5](=[CH:6][CH:7]=[CH:8][CH:9]=2)[CH:4]=[CH:3][C:2]1=[O:11].CN(C=O)C.[H-].[Na+].Br[CH2:20][CH2:21][CH2:22][Cl:23]. The catalyst is CCOC(C)=O. The product is [Cl:23][CH2:22][CH2:21][CH2:20][N:1]1[C:10]2[C:5](=[CH:6][CH:7]=[CH:8][CH:9]=2)[CH:4]=[CH:3][C:2]1=[O:11]. The yield is 0.410. (5) The reactants are [CH3:1][N:2]([C:10]1[CH:15]=[CH:14][CH:13]=[C:12]([C:16]2[S:17][C:18]3[CH:26]=[CH:25][CH:24]=[CH:23][C:19]=3[C:20](=[O:22])[N:21]=2)[N:11]=1)C(=O)OC(C)(C)C.FC(F)(F)C(O)=O. No catalyst specified. The product is [CH3:1][NH:2][C:10]1[N:11]=[C:12]([C:16]2[S:17][C:18]3[CH:26]=[CH:25][CH:24]=[CH:23][C:19]=3[C:20](=[O:22])[N:21]=2)[CH:13]=[CH:14][CH:15]=1. The yield is 0.740. (6) The reactants are [F:1][C:2]1[CH:3]=[C:4]2[C:9](=[CH:10][C:11]=1[F:12])[NH:8][C:7](=[O:13])[CH2:6][CH2:5]2.[H-].[Na+].[Cl:16][CH2:17][CH2:18][CH2:19]I. The catalyst is CN(C=O)C. The product is [Cl:16][CH2:17][CH2:18][CH2:19][N:8]1[C:9]2[C:4](=[CH:3][C:2]([F:1])=[C:11]([F:12])[CH:10]=2)[CH2:5][CH2:6][C:7]1=[O:13]. The yield is 0.470. (7) The reactants are P(=O)(O)(O)[OH:2].Cl[C:7]1[C:15]2[C:10](=[CH:11][CH:12]=[CH:13][C:14]=2[CH2:16][N:17]2[C:23](=[O:24])[C@@H:22]([NH:25][C:26](=[O:38])[C@@H:27]([N:29](C)[C:30](=O)OC(C)(C)C)[CH3:28])[CH2:21][O:20][C:19]3[CH:39]=[CH:40][CH:41]=[CH:42][C:18]2=3)[N:9]([CH2:43][CH3:44])[CH:8]=1. The catalyst is C([O-])(O)=O.[Na+]. The product is [CH2:43]([N:9]1[C:10]2[C:15](=[C:14]([CH2:16][N:17]3[C:23](=[O:24])[C@@H:22]([NH:25][C:26](=[O:38])[C@@H:27]([NH:29][CH3:30])[CH3:28])[CH2:21][O:20][C:19]4[CH:39]=[CH:40][CH:41]=[CH:42][C:18]3=4)[CH:13]=[CH:12][CH:11]=2)[CH2:7][C:8]1=[O:2])[CH3:44]. The yield is 0.140.